Task: Predict which catalyst facilitates the given reaction.. Dataset: Catalyst prediction with 721,799 reactions and 888 catalyst types from USPTO (1) Reactant: Cl.[F:2][C:3]1([F:9])[CH2:8][CH2:7][NH:6][CH2:5][CH2:4]1.C([O-])([O-])=O.[K+].[K+].Br[CH2:17][C:18]#[N:19]. Product: [F:2][C:3]1([F:9])[CH2:8][CH2:7][N:6]([CH2:17][C:18]#[N:19])[CH2:5][CH2:4]1. The catalyst class is: 47. (2) Reactant: [CH3:1][O:2][C:3]1[CH:12]=[C:11]2[C:6]([C:7]([O:13][CH2:14][C:15]3[N:19]4[N:20]=[C:21]([C:24]5[S:28][C:27]([C:29](O)=[O:30])=[C:26]([CH3:32])[CH:25]=5)[CH:22]=[CH:23][C:18]4=[N:17][N:16]=3)=[CH:8][CH:9]=[N:10]2)=[CH:5][CH:4]=1.S(Cl)([Cl:35])=O. Product: [CH3:1][O:2][C:3]1[CH:12]=[C:11]2[C:6]([C:7]([O:13][CH2:14][C:15]3[N:19]4[N:20]=[C:21]([C:24]5[S:28][C:27]([C:29]([Cl:35])=[O:30])=[C:26]([CH3:32])[CH:25]=5)[CH:22]=[CH:23][C:18]4=[N:17][N:16]=3)=[CH:8][CH:9]=[N:10]2)=[CH:5][CH:4]=1. The catalyst class is: 139. (3) Reactant: O[CH:2]([C:13]1[C:21]2[C:16](=[CH:17][CH:18]=[CH:19][CH:20]=2)[N:15]2[CH2:22][N:23]([CH3:26])[CH2:24][CH2:25][C:14]=12)[C:3]1[CH:12]=[CH:11][C:6]([C:7]([O:9][CH3:10])=[O:8])=[CH:5][CH:4]=1.[SiH](CC)(CC)CC.C(O)(C(F)(F)F)=O.C([O-])(O)=O.[Na+]. Product: [CH3:26][N:23]1[CH2:24][CH2:25][C:14]2=[C:13]([CH2:2][C:3]3[CH:12]=[CH:11][C:6]([C:7]([O:9][CH3:10])=[O:8])=[CH:5][CH:4]=3)[C:21]3[C:16]([N:15]2[CH2:22]1)=[CH:17][CH:18]=[CH:19][CH:20]=3. The catalyst class is: 2. (4) Reactant: [OH:1][CH2:2][CH2:3][N:4]1[CH:9]=[CH:8][N:7]=[C:6]([NH:10][CH2:11][CH2:12][C:13]2C=N[CH:16]=[CH:17][CH:18]=2)[C:5]1=[O:19].[CH2:20]([N:22](CC)CC)C.[C:27]([O:30]C(=O)C)(=O)[CH3:28]. Product: [O:19]=[C:5]1[C:6]([NH:10][CH2:11][CH2:12][C:13]2[CH:18]=[CH:17][CH:16]=[CH:20][N:22]=2)=[N:7][CH:8]=[CH:9][N:4]1[CH2:3][CH2:2][O:1][C:27](=[O:30])[CH3:28]. The catalyst class is: 277.